Dataset: Reaction yield outcomes from USPTO patents with 853,638 reactions. Task: Predict the reaction yield, written as a fraction of the theoretical maximum amount of product (1.0 means a 100% yield; for example, 0.34 means a 34% yield). (1) The reactants are Br[C:2]1[N:7]=[C:6]([C:8]([OH:10])=[O:9])[CH:5]=[CH:4][CH:3]=1.C([O-])([O-])=O.[Na+].[Na+].[F:17][C:18]1[CH:23]=[CH:22][C:21](B2OCC(C)(C)CO2)=[CH:20][CH:19]=1.CCO. The catalyst is COCCOC.C1C=CC([P]([Pd]([P](C2C=CC=CC=2)(C2C=CC=CC=2)C2C=CC=CC=2)([P](C2C=CC=CC=2)(C2C=CC=CC=2)C2C=CC=CC=2)[P](C2C=CC=CC=2)(C2C=CC=CC=2)C2C=CC=CC=2)(C2C=CC=CC=2)C2C=CC=CC=2)=CC=1. The product is [F:17][C:18]1[CH:23]=[CH:22][C:21]([C:2]2[N:7]=[C:6]([C:8]([OH:10])=[O:9])[CH:5]=[CH:4][CH:3]=2)=[CH:20][CH:19]=1. The yield is 0.400. (2) The reactants are [CH3:1][C@H:2]1[CH2:7][NH:6][CH2:5][C@@H:4]([CH3:8])[NH:3]1.Cl[C:10]1[N:11]=[CH:12][C:13]([C:16]([NH:18][C:19]2[NH:20][N:21]=[C:22]([CH2:24][CH2:25][C:26]3[CH:31]=[C:30]([O:32][CH3:33])[CH:29]=[C:28]([O:34][CH3:35])[CH:27]=3)[CH:23]=2)=[O:17])=[N:14][CH:15]=1. The catalyst is CS(C)=O. The product is [CH3:33][O:32][C:30]1[CH:31]=[C:26]([CH2:25][CH2:24][C:22]2[CH:23]=[C:19]([NH:18][C:16]([C:13]3[CH:12]=[N:11][C:10]([N:6]4[CH2:5][C@H:4]([CH3:8])[NH:3][C@H:2]([CH3:1])[CH2:7]4)=[CH:15][N:14]=3)=[O:17])[NH:20][N:21]=2)[CH:27]=[C:28]([O:34][CH3:35])[CH:29]=1. The yield is 0.350.